From a dataset of Forward reaction prediction with 1.9M reactions from USPTO patents (1976-2016). Predict the product of the given reaction. (1) Given the reactants Br[C:2]1[C:10]2[C:5](=[N:6][CH:7]=[N:8][C:9]=2[NH:11][C:12]2[CH:13]=[C:14]3[C:18](=[CH:19][C:20]=2[O:21][CH3:22])[NH:17][N:16]=[CH:15]3)[NH:4][N:3]=1.[C:23]1(B(O)O)[CH:28]=[CH:27][CH:26]=[CH:25][CH:24]=1.C(=O)([O-])[O-].[Na+].[Na+], predict the reaction product. The product is: [CH3:22][O:21][C:20]1[CH:19]=[C:18]2[C:14]([CH:15]=[N:16][NH:17]2)=[CH:13][C:12]=1[NH:11][C:9]1[N:8]=[CH:7][N:6]=[C:5]2[NH:4][N:3]=[C:2]([C:23]3[CH:28]=[CH:27][CH:26]=[CH:25][CH:24]=3)[C:10]=12. (2) Given the reactants [CH3:1][C:2]1[CH:6]=[C:5]([NH2:7])[N:4]([C:8]2[CH:13]=[CH:12][CH:11]=[CH:10][N:9]=2)[N:3]=1.[C:14](OCC)(=[O:19])[CH2:15][C:16]([CH3:18])=O.[OH-].[Na+], predict the reaction product. The product is: [CH3:1][C:2]1[C:6]2[C:14]([OH:19])=[CH:15][C:16]([CH3:18])=[N:7][C:5]=2[N:4]([C:8]2[CH:13]=[CH:12][CH:11]=[CH:10][N:9]=2)[N:3]=1. (3) Given the reactants [CH3:1][CH:2]1[O:7][CH:6]([CH3:8])[CH2:5][N:4]([CH:9]=[CH:10][C:11]([O:13][CH3:14])=[O:12])[CH2:3]1.C(N(CC)CC)C.[F:22][CH:23]([F:27])[C:24](F)=[O:25], predict the reaction product. The product is: [F:22][CH:23]([F:27])[C:24](=[O:25])[C:10](=[CH:9][N:4]1[CH2:3][CH:2]([CH3:1])[O:7][CH:6]([CH3:8])[CH2:5]1)[C:11]([O:13][CH3:14])=[O:12]. (4) Given the reactants [CH3:1][CH:2]([C:4]([C@@:6]12[C@@:16]([CH2:18][CH2:19][CH:20]=[C:21]([CH3:23])[CH3:22])([CH3:17])[C@@H:15]([CH2:24][CH:25]=[C:26]([CH3:28])[CH3:27])[CH2:14][C@@:11]([CH2:29][CH:30]=[C:31]([CH3:33])[CH3:32])([C:12]1=[O:13])[C:10]([OH:34])=[C:9]([CH2:35][CH:36]=[C:37]([CH3:39])[CH3:38])[C:7]2=[O:8])=[O:5])[CH3:3].[H-].[H-].[H-].[H-].[Li+].[Al+3], predict the reaction product. The product is: [CH3:3][CH:2]([C:4]([C:6]12[C:16]([CH2:18][CH2:19][CH:20]=[C:21]([CH3:22])[CH3:23])([CH3:17])[CH:15]([CH2:24][CH:25]=[C:26]([CH3:27])[CH3:28])[CH2:14][C:11]([CH2:29][CH:30]=[C:31]([CH3:33])[CH3:32])([C:12]1=[O:13])[C:10]([OH:34])=[C:9]([CH2:35][CH:36]=[C:37]([CH3:39])[CH3:38])[C:7]2=[O:8])=[O:5])[CH3:1].